Dataset: NCI-60 drug combinations with 297,098 pairs across 59 cell lines. Task: Regression. Given two drug SMILES strings and cell line genomic features, predict the synergy score measuring deviation from expected non-interaction effect. (1) Drug 1: CCCS(=O)(=O)NC1=C(C(=C(C=C1)F)C(=O)C2=CNC3=C2C=C(C=N3)C4=CC=C(C=C4)Cl)F. Drug 2: CN1C(=O)N2C=NC(=C2N=N1)C(=O)N. Cell line: MALME-3M. Synergy scores: CSS=52.0, Synergy_ZIP=7.79, Synergy_Bliss=4.27, Synergy_Loewe=-31.0, Synergy_HSA=2.26. (2) Drug 1: CCCS(=O)(=O)NC1=C(C(=C(C=C1)F)C(=O)C2=CNC3=C2C=C(C=N3)C4=CC=C(C=C4)Cl)F. Drug 2: C1CNP(=O)(OC1)N(CCCl)CCCl. Cell line: PC-3. Synergy scores: CSS=-2.77, Synergy_ZIP=-0.431, Synergy_Bliss=-4.96, Synergy_Loewe=-5.51, Synergy_HSA=-6.33. (3) Drug 1: CC1=C2C(C(=O)C3(C(CC4C(C3C(C(C2(C)C)(CC1OC(=O)C(C(C5=CC=CC=C5)NC(=O)OC(C)(C)C)O)O)OC(=O)C6=CC=CC=C6)(CO4)OC(=O)C)O)C)O. Drug 2: B(C(CC(C)C)NC(=O)C(CC1=CC=CC=C1)NC(=O)C2=NC=CN=C2)(O)O. Cell line: HL-60(TB). Synergy scores: CSS=15.0, Synergy_ZIP=-1.26, Synergy_Bliss=-3.88, Synergy_Loewe=-3.32, Synergy_HSA=-4.87. (4) Synergy scores: CSS=28.9, Synergy_ZIP=-8.48, Synergy_Bliss=-6.43, Synergy_Loewe=-25.4, Synergy_HSA=-4.89. Drug 1: CC(C1=C(C=CC(=C1Cl)F)Cl)OC2=C(N=CC(=C2)C3=CN(N=C3)C4CCNCC4)N. Cell line: PC-3. Drug 2: CC1=C2C(C(=O)C3(C(CC4C(C3C(C(C2(C)C)(CC1OC(=O)C(C(C5=CC=CC=C5)NC(=O)OC(C)(C)C)O)O)OC(=O)C6=CC=CC=C6)(CO4)OC(=O)C)OC)C)OC.